From a dataset of Forward reaction prediction with 1.9M reactions from USPTO patents (1976-2016). Predict the product of the given reaction. (1) Given the reactants Cl[C:2]1[N:7]=[C:6]([N:8]2[CH2:13][CH2:12][O:11][CH2:10][C@@H:9]2[CH3:14])[CH:5]=[C:4]([C:15]([S:18]([CH3:21])(=[O:20])=[O:19])([CH3:17])[CH3:16])[N:3]=1.CC(OC([N:29]([C:37]1[S:38][C:39]([Sn](CCCC)(CCCC)CCCC)=[CH:40][N:41]=1)C(=O)OC(C)(C)C)=O)(C)C, predict the reaction product. The product is: [CH3:14][C@H:9]1[CH2:10][O:11][CH2:12][CH2:13][N:8]1[C:6]1[CH:5]=[C:4]([C:15]([S:18]([CH3:21])(=[O:20])=[O:19])([CH3:17])[CH3:16])[N:3]=[C:2]([C:39]2[S:38][C:37]([NH2:29])=[N:41][CH:40]=2)[N:7]=1. (2) The product is: [C:18]([O:21][C:22](=[O:23])[NH:1][CH2:2][C:3]1[CH:8]=[CH:7][N:6]=[C:5]([NH2:9])[CH:4]=1)([CH3:20])([CH3:19])[CH3:17]. Given the reactants [NH2:1][CH2:2][C:3]1[CH:8]=[CH:7][N:6]=[C:5]([NH2:9])[CH:4]=1.CCN(CC)CC.[CH3:17][C:18]([O:21][C:22](O[C:22]([O:21][C:18]([CH3:20])([CH3:19])[CH3:17])=[O:23])=[O:23])([CH3:20])[CH3:19], predict the reaction product. (3) Given the reactants Br[C:2]1[CH:3]=[C:4]([O:29][C:30]2[C:31]([CH3:36])=[N:32][CH:33]=[CH:34][CH:35]=2)[C:5]([NH:8][C:9]2[S:13][N:12]=[C:11]([CH:14]3[CH2:20][CH:19]4[N:21]([C:22]([O:24][C:25]([CH3:28])([CH3:27])[CH3:26])=[O:23])[CH:16]([CH2:17][CH2:18]4)[CH2:15]3)[N:10]=2)=[N:6][CH:7]=1.[SH:37][CH2:38][C:39]([O:41][CH3:42])=[O:40], predict the reaction product. The product is: [CH3:42][O:41][C:39](=[O:40])[CH2:38][S:37][C:2]1[CH:3]=[C:4]([O:29][C:30]2[C:31]([CH3:36])=[N:32][CH:33]=[CH:34][CH:35]=2)[C:5]([NH:8][C:9]2[S:13][N:12]=[C:11]([CH:14]3[CH2:20][CH:19]4[N:21]([C:22]([O:24][C:25]([CH3:28])([CH3:27])[CH3:26])=[O:23])[CH:16]([CH2:17][CH2:18]4)[CH2:15]3)[N:10]=2)=[N:6][CH:7]=1. (4) Given the reactants [CH:1]1([CH:7]2[CH2:12][C:11](=[O:13])[CH2:10][CH2:9][N:8]2[C:14]([O:16][CH2:17][C:18]2[CH:23]=[CH:22][CH:21]=[CH:20][CH:19]=2)=[O:15])[CH2:6][CH2:5][CH2:4][CH2:3][CH2:2]1.[C:24]1([Mg]Br)[CH:29]=[CH:28][CH:27]=[CH:26][CH:25]=1, predict the reaction product. The product is: [CH:1]1([CH:7]2[CH2:12][C:11]([OH:13])([C:24]3[CH:29]=[CH:28][CH:27]=[CH:26][CH:25]=3)[CH2:10][CH2:9][N:8]2[C:14]([O:16][CH2:17][C:18]2[CH:23]=[CH:22][CH:21]=[CH:20][CH:19]=2)=[O:15])[CH2:6][CH2:5][CH2:4][CH2:3][CH2:2]1. (5) Given the reactants [Br:1][C:2]1[CH:7]=[CH:6][C:5]([NH2:8])=[C:4]([C:9]2[CH2:14][CH2:13][CH2:12][CH2:11][CH:10]=2)[CH:3]=1.[K+].[C:16]([C:18]1[N:19]=[C:20]([C:31]([O-])=[O:32])[N:21]([CH2:23][O:24][CH2:25][CH2:26][Si:27]([CH3:30])([CH3:29])[CH3:28])[CH:22]=1)#[N:17].F[P-](F)(F)(F)(F)F.Br[P+](N1CCCC1)(N1CCCC1)N1CCCC1.C(N(CC)C(C)C)(C)C, predict the reaction product. The product is: [Br:1][C:2]1[CH:7]=[CH:6][C:5]([NH:8][C:31]([C:20]2[N:21]([CH2:23][O:24][CH2:25][CH2:26][Si:27]([CH3:30])([CH3:29])[CH3:28])[CH:22]=[C:18]([C:16]#[N:17])[N:19]=2)=[O:32])=[C:4]([C:9]2[CH2:14][CH2:13][CH2:12][CH2:11][CH:10]=2)[CH:3]=1. (6) Given the reactants [O:1]([C:8]1[C:9]([NH:21][C:22]2[S:26][N:25]=[C:24]([CH:27]3[CH2:32][CH2:31][NH:30][CH2:29][CH2:28]3)[N:23]=2)=[N:10][CH:11]=[C:12]([S:14][C:15]2[CH:20]=[CH:19][CH:18]=[CH:17][N:16]=2)[CH:13]=1)[C:2]1[CH:7]=[CH:6][CH:5]=[CH:4][CH:3]=1.N1C=CC=CC=1.C(O)(=O)C.[O-:43][C:44]#[N:45].[K+].[ClH:47], predict the reaction product. The product is: [ClH:47].[ClH:47].[O:1]([C:8]1[C:9]([NH:21][C:22]2[S:26][N:25]=[C:24]([CH:27]3[CH2:32][CH2:31][N:30]([C:44]([NH2:45])=[O:43])[CH2:29][CH2:28]3)[N:23]=2)=[N:10][CH:11]=[C:12]([S:14][C:15]2[CH:20]=[CH:19][CH:18]=[CH:17][N:16]=2)[CH:13]=1)[C:2]1[CH:7]=[CH:6][CH:5]=[CH:4][CH:3]=1. (7) Given the reactants O=C1C2C=C3C=CC=CC3=CC=2C(=O)N1C(C1C=CC(OC)=C(OC2CCCC2)C=1)CC#N.[O:34]=[C:35]1[C:43]2[CH:42]=[C:41]3C=CC=C[C:40]3=[CH:39][C:38]=2[C:37](=[O:48])[N:36]1[CH:49]([C:53]1[CH:58]=[CH:57][C:56]([O:59][CH:60]2CCC[CH2:61]2)=[C:55]([O:65][CH2:66][CH3:67])[CH:54]=1)[CH2:50][C:51]#[N:52].O=C1C2C=C3C=CC=CC3=CC=2C(=O)N1C(C1C=CC(OC2CCCCC2)=C(OCC)C=1)CC#N.O=C1C2C=C3C=CC=CC3=CC=2C(=O)N1C(C1C=CC(OC2CCCCC2)=C(OC)C=1)CC#N.C(#N)CC.O=C1C2C=C3C=CC=CC3=CC=2C(=O)N1C(C1C=CC(OCC)=C(OC2CCCC2)C=1)CC#N, predict the reaction product. The product is: [C:35]1(=[O:34])[N:36]([CH:49]([C:53]2[CH:58]=[CH:57][C:56]([O:59][CH2:60][CH3:61])=[C:55]([O:65][CH2:66][CH3:67])[CH:54]=2)[CH2:50][C:51]#[N:52])[C:37](=[O:48])[C:38]2=[CH:39][CH:40]=[CH:41][CH:42]=[C:43]12. (8) Given the reactants Cl.C(O[C:7](=[O:50])[NH:8][C@H:9]([C:36]1[CH:41]=[CH:40][C:39]([O:42][CH2:43][CH2:44][O:45]C(C)(C)C)=[CH:38][CH:37]=1)[C:10](=[O:35])[NH:11][C@H:12]([C:21]1[NH:22][C:23]([C:27]2[CH:32]=[CH:31][C:30]([I:33])=[CH:29][C:28]=2[F:34])=[C:24]([Cl:26])[N:25]=1)[C@H:13]([C:15]1[CH:20]=[CH:19][CH:18]=[CH:17][CH:16]=1)[CH3:14])(C)(C)C.C(N(CC)CC)C.Cl[Si](C)(C)C.O=C(Cl)OC(Cl)(Cl)Cl, predict the reaction product. The product is: [Cl:26][C:24]1[N:25]=[C:21]([C@@H:12]([N:11]2[C:10](=[O:35])[C@@H:9]([C:36]3[CH:37]=[CH:38][C:39]([O:42][CH2:43][CH2:44][OH:45])=[CH:40][CH:41]=3)[NH:8][C:7]2=[O:50])[C@H:13]([C:15]2[CH:20]=[CH:19][CH:18]=[CH:17][CH:16]=2)[CH3:14])[NH:22][C:23]=1[C:27]1[CH:32]=[CH:31][C:30]([I:33])=[CH:29][C:28]=1[F:34]. (9) Given the reactants [CH2:1]([NH:3][C:4]1[CH:9]=[C:8]([O:10][CH3:11])[CH:7]=[CH:6][C:5]=1[CH:12]1[CH2:21][CH2:20][C:19]2[CH:18]=[C:17]([O:22]C(=O)C(C)(C)C)[CH:16]=[CH:15][C:14]=2[CH2:13]1)[CH3:2].[N:29]1([CH2:36][CH2:37][C:38]2[S:42][C:41]([C:43]([O-])=O)=[CH:40][CH:39]=2)[CH2:35][CH2:34][CH2:33][CH2:32][CH2:31][CH2:30]1.[Li+], predict the reaction product. The product is: [N:29]1([CH2:36][CH2:37][C:38]2[S:42][C:41]([CH2:43][N:3]([CH2:1][CH3:2])[C:4]3[CH:9]=[C:8]([O:10][CH3:11])[CH:7]=[CH:6][C:5]=3[CH:12]3[CH2:21][CH2:20][C:19]4[CH:18]=[C:17]([OH:22])[CH:16]=[CH:15][C:14]=4[CH2:13]3)=[CH:40][CH:39]=2)[CH2:30][CH2:31][CH2:32][CH2:33][CH2:34][CH2:35]1. (10) Given the reactants C(OC([NH:8][C@@H:9]([CH2:13][CH2:14][CH2:15][CH2:16][NH:17][CH2:18][CH2:19][N:20]1[C:29]2[C:24]([C:25](=[O:31])[NH:26][C:27](=[O:30])[N:28]=2)=[N:23][C:22]2[CH:32]=[C:33]([CH3:37])[C:34]([CH3:36])=[CH:35][C:21]1=2)[C:10]([OH:12])=[O:11])=O)(C)(C)C.C(Cl)Cl, predict the reaction product. The product is: [NH2:8][C@@H:9]([CH2:13][CH2:14][CH2:15][CH2:16][NH:17][CH2:18][CH2:19][N:20]1[C:29]2[C:24]([C:25](=[O:31])[NH:26][C:27](=[O:30])[N:28]=2)=[N:23][C:22]2[CH:32]=[C:33]([CH3:37])[C:34]([CH3:36])=[CH:35][C:21]1=2)[C:10]([OH:12])=[O:11].